From a dataset of Full USPTO retrosynthesis dataset with 1.9M reactions from patents (1976-2016). Predict the reactants needed to synthesize the given product. Given the product [ClH:34].[NH2:8][C@H:9]([C:14]([O:16][CH2:17][N:18]1[C:22]([C:23]2[CH:28]=[CH:27][C:26]([O:29][C:30]([F:33])([F:31])[F:32])=[C:25]([Cl:34])[CH:24]=2)=[CH:21][S:20][C:19]1=[N:35][C:36](=[O:52])[CH2:37][C:38]1[C:46]2[C:45](=[O:47])[N:44]([CH3:48])[C:43](=[O:49])[N:42]([CH3:50])[C:41]=2[O:40][C:39]=1[CH3:51])=[O:15])[C@H:10]([CH2:12][CH3:13])[CH3:11], predict the reactants needed to synthesize it. The reactants are: C(OC([NH:8][C@H:9]([C:14]([O:16][CH2:17][N:18]1[C:22]([C:23]2[CH:28]=[CH:27][C:26]([O:29][C:30]([F:33])([F:32])[F:31])=[C:25]([Cl:34])[CH:24]=2)=[CH:21][S:20][C:19]1=[N:35][C:36](=[O:52])[CH2:37][C:38]1[C:46]2[C:45](=[O:47])[N:44]([CH3:48])[C:43](=[O:49])[N:42]([CH3:50])[C:41]=2[O:40][C:39]=1[CH3:51])=[O:15])[C@H:10]([CH2:12][CH3:13])[CH3:11])=O)(C)(C)C.[Na].ClC1C=C(C2N=C(NC(=O)CC3C4C(=O)N(C)C(=O)N(C)C=4OC=3C)SC=2)C=CC=1OC(F)(F)F.